This data is from Forward reaction prediction with 1.9M reactions from USPTO patents (1976-2016). The task is: Predict the product of the given reaction. (1) Given the reactants [CH2:1]([NH:8][C:9](=[O:18])[NH:10][C:11]([CH3:17])([CH3:16])[CH2:12][C:13]([OH:15])=O)[C:2]1[CH:7]=[CH:6][CH:5]=[CH:4][CH:3]=1.[NH2:19][C@@H:20]([CH2:43][C:44]1[CH:49]=[CH:48][C:47]([O:50][C:51]([CH3:54])([CH3:53])[CH3:52])=[CH:46][CH:45]=1)[C:21]([N:23]([CH2:35][CH:36]([O:40][CH2:41][CH3:42])[O:37][CH2:38][CH3:39])[CH2:24][C:25]1[C:34]2[C:29](=[CH:30][CH:31]=[CH:32][CH:33]=2)[CH:28]=[CH:27][CH:26]=1)=[O:22], predict the reaction product. The product is: [CH2:1]([NH:8][C:9](=[O:18])[NH:10][C:11]([CH3:17])([CH3:16])[CH2:12][C:13]([NH:19][C@@H:20]([CH2:43][C:44]1[CH:49]=[CH:48][C:47]([O:50][C:51]([CH3:53])([CH3:52])[CH3:54])=[CH:46][CH:45]=1)[C:21]([N:23]([CH2:35][CH:36]([O:40][CH2:41][CH3:42])[O:37][CH2:38][CH3:39])[CH2:24][C:25]1[C:34]2[C:29](=[CH:30][CH:31]=[CH:32][CH:33]=2)[CH:28]=[CH:27][CH:26]=1)=[O:22])=[O:15])[C:2]1[CH:3]=[CH:4][CH:5]=[CH:6][CH:7]=1. (2) Given the reactants [Br:1][C:2]1(C(OC)=O)[CH:11]=[CH:10][CH:9]=[C:4]([C:5](OC)=[O:6])[CH2:3]1.[BH4-].[Na+].[CH3:18][OH:19].Cl.[O:21]1CCC[CH2:22]1, predict the reaction product. The product is: [Br:1][C:2]1[CH:11]=[C:10]([CH:9]=[C:4]([CH2:5][OH:6])[CH:3]=1)[C:18]([O:21][CH3:22])=[O:19].